This data is from Catalyst prediction with 721,799 reactions and 888 catalyst types from USPTO. The task is: Predict which catalyst facilitates the given reaction. (1) Reactant: [O:1]1CCC[CH2:3][CH:2]1OC(C)C#N.Cl[C:13]1[C:22]([C:23]2[CH:28]=[CH:27][CH:26]=[CH:25][CH:24]=2)=[N:21][C:20]2[C:15](=[CH:16][CH:17]=[CH:18][C:19]=2[CH3:29])[N:14]=1.[Li+].CC([N-]C(C)C)C.C(O)(=O)C. Product: [CH3:29][C:19]1[CH:18]=[CH:17][CH:16]=[C:15]2[C:20]=1[N:21]=[C:22]([C:23]1[CH:28]=[CH:27][CH:26]=[CH:25][CH:24]=1)[C:13]([C:2](=[O:1])[CH3:3])=[N:14]2. The catalyst class is: 1. (2) Reactant: [CH2:1]([N:3]([CH2:26][CH:27]1[CH2:31][CH2:30][CH2:29][O:28]1)[C:4]1[C:5]2[CH2:25][NH:24][CH2:23][CH2:22][C:6]=2[N:7]=[C:8]([NH:10][C:11]2[CH:16]=[CH:15][C:14]([C:17]3[O:21][CH:20]=[N:19][CH:18]=3)=[CH:13][CH:12]=2)[N:9]=1)[CH3:2].[C:32](O)(=O)C.C=O.C([BH3-])#N.[Na+]. Product: [CH2:1]([N:3]([CH2:26][CH:27]1[CH2:31][CH2:30][CH2:29][O:28]1)[C:4]1[C:5]2[CH2:25][N:24]([CH3:32])[CH2:23][CH2:22][C:6]=2[N:7]=[C:8]([NH:10][C:11]2[CH:12]=[CH:13][C:14]([C:17]3[O:21][CH:20]=[N:19][CH:18]=3)=[CH:15][CH:16]=2)[N:9]=1)[CH3:2]. The catalyst class is: 5. (3) Reactant: [C:1]([C:5]1[CH:6]=[C:7]([CH:38]=[CH:39][CH:40]=1)[CH2:8][N:9]1[C@@H:17]2[C@H:12]([C@H:13]([CH2:20][C:21]3[CH:26]=[C:25]([F:27])[C:24]([NH:28][C:29](=[O:34])[CH2:30][NH:31][CH2:32][CH3:33])=[C:23]([CH2:35][CH3:36])[CH:22]=3)[CH2:14][S:15](=[O:19])(=[O:18])[CH2:16]2)[O:11]C1=O)([CH3:4])([CH3:3])[CH3:2].C(#N)C. Product: [C:1]([C:5]1[CH:6]=[C:7]([CH:38]=[CH:39][CH:40]=1)[CH2:8][NH:9][C@H:17]1[CH2:16][S:15](=[O:18])(=[O:19])[CH2:14][C@@H:13]([CH2:20][C:21]2[CH:26]=[C:25]([F:27])[C:24]([NH:28][C:29](=[O:34])[CH2:30][NH:31][CH2:32][CH3:33])=[C:23]([CH2:35][CH3:36])[CH:22]=2)[C@@H:12]1[OH:11])([CH3:3])([CH3:4])[CH3:2]. The catalyst class is: 6. (4) Reactant: [Br:1][C:2]1[CH:3]=[CH:4][C:5]([CH:19]2[CH2:21][CH2:20]2)=[C:6]([CH:8]=[C:9]2[C:13]([CH3:15])([CH3:14])[O:12][C:11]([CH3:17])([CH3:16])[C:10]2=[O:18])[CH:7]=1.[OH-:22].[Li+].OO. Product: [Br:1][C:2]1[CH:3]=[CH:4][C:5]([CH:19]2[CH2:21][CH2:20]2)=[C:6]([CH:8]2[C:9]3([C:10](=[O:18])[C:11]([CH3:17])([CH3:16])[O:12][C:13]3([CH3:14])[CH3:15])[O:22]2)[CH:7]=1. The catalyst class is: 5. (5) Reactant: [NH2:1][C:2]1[N:7]=[C:6]([C:8]([O:10][CH2:11][CH3:12])=[CH2:9])[C:5]([C:13]#[N:14])=[C:4]([S:15][CH3:16])[N:3]=1.[N:17]1[CH:22]=[CH:21][CH:20]=[CH:19][C:18]=1[CH2:23]C[S-].[Na+]. Product: [NH2:1][C:2]1[N:7]=[C:6]([C:8]([O:10][CH2:11][CH3:12])=[CH2:9])[C:5]([C:13]#[N:14])=[C:4]([S:15][CH2:16][CH2:23][C:18]2[CH:19]=[CH:20][CH:21]=[CH:22][N:17]=2)[N:3]=1. The catalyst class is: 12. (6) Reactant: [Si:1]([O:8][C:9]1[CH:10]=[CH:11][CH:12]=[C:13]2[C:18]=1[N:17]=[C:16]([CH:19]=[N:20][NH:21][C:22]1[CH:27]=[C:26]([O:28][CH2:29][CH2:30][O:31][CH3:32])[CH:25]=[CH:24][N:23]=1)[CH:15]=[CH:14]2)([C:4]([CH3:7])([CH3:6])[CH3:5])([CH3:3])[CH3:2].C(O)(=O)C.C(O)(=O)C.I(C1C=CC=CC=1)=O. Product: [Si:1]([O:8][C:9]1[CH:10]=[CH:11][CH:12]=[C:13]2[C:18]=1[N:17]=[C:16]([C:19]1[N:23]3[CH:24]=[CH:25][C:26]([O:28][CH2:29][CH2:30][O:31][CH3:32])=[CH:27][C:22]3=[N:21][N:20]=1)[CH:15]=[CH:14]2)([C:4]([CH3:7])([CH3:6])[CH3:5])([CH3:3])[CH3:2]. The catalyst class is: 2. (7) Reactant: [O:1]=[C:2]([CH2:10][CH2:11][CH2:12][CH2:13][C:14]1[CH:23]=[CH:22][C:21]2[CH2:20][CH2:19][CH2:18][NH:17][C:16]=2[N:15]=1)[CH2:3]P(=O)(OC)OC.[F:24][C:25]([F:39])([F:38])[C:26]1[CH:35]=[C:34]2[C:29]([CH:30]=[C:31]([CH:36]=O)[CH:32]=[N:33]2)=[CH:28][CH:27]=1.[Li+].[Cl-].C1CCN2C(=NCCC2)CC1. Product: [N:15]1[C:16]2[NH:17][CH2:18][CH2:19][CH2:20][C:21]=2[CH:22]=[CH:23][C:14]=1[CH2:13][CH2:12][CH2:11][CH2:10][C:2](=[O:1])/[CH:3]=[CH:36]/[C:31]1[CH:32]=[N:33][C:34]2[C:29]([CH:30]=1)=[CH:28][CH:27]=[C:26]([C:25]([F:39])([F:24])[F:38])[CH:35]=2. The catalyst class is: 23.